Dataset: Peptide-MHC class I binding affinity with 185,985 pairs from IEDB/IMGT. Task: Regression. Given a peptide amino acid sequence and an MHC pseudo amino acid sequence, predict their binding affinity value. This is MHC class I binding data. (1) The peptide sequence is YLVAYQATV. The MHC is HLA-A02:06 with pseudo-sequence HLA-A02:06. The binding affinity (normalized) is 0.750. (2) The peptide sequence is LPPNFSSL. The MHC is H-2-Kb with pseudo-sequence H-2-Kb. The binding affinity (normalized) is 0.314. (3) The peptide sequence is EKFGHLCKYH. The MHC is HLA-A11:01 with pseudo-sequence HLA-A11:01. The binding affinity (normalized) is 0. (4) The peptide sequence is WLTPFEKEFT. The MHC is HLA-A02:02 with pseudo-sequence HLA-A02:02. The binding affinity (normalized) is 0.282. (5) The MHC is HLA-B27:05 with pseudo-sequence HLA-B27:05. The peptide sequence is HFQKDAKVL. The binding affinity (normalized) is 0.0847. (6) The peptide sequence is SYGNANVSF. The MHC is HLA-B15:01 with pseudo-sequence HLA-B15:01. The binding affinity (normalized) is 0.349. (7) The peptide sequence is TIESAKTKI. The MHC is HLA-A68:02 with pseudo-sequence HLA-A68:02. The binding affinity (normalized) is 0.